Dataset: Forward reaction prediction with 1.9M reactions from USPTO patents (1976-2016). Task: Predict the product of the given reaction. (1) Given the reactants [Br:1][C:2]1[CH:7]=[C:6]([C:8](O)([CH3:10])[CH3:9])[C:5]([F:12])=[CH:4][N:3]=1.CS(OS(C)(=O)=O)(=O)=O.C(N(CC)CC)C, predict the reaction product. The product is: [Br:1][C:2]1[CH:7]=[C:6]([C:8]([CH3:10])=[CH2:9])[C:5]([F:12])=[CH:4][N:3]=1. (2) Given the reactants [C:1]([C:3]1[C:4]([CH:15]2[CH2:18][CH2:17][CH2:16]2)=[CH:5][C:6]([CH2:13][CH3:14])=[C:7]([CH:12]=1)[C:8]([O:10][CH3:11])=[O:9])#[N:2].O1CCCC1.P(OCC)(OCC)([S-])=[S:25], predict the reaction product. The product is: [C:1]([C:3]1[C:4]([CH:15]2[CH2:16][CH2:17][CH2:18]2)=[CH:5][C:6]([CH2:13][CH3:14])=[C:7]([CH:12]=1)[C:8]([O:10][CH3:11])=[O:9])(=[S:25])[NH2:2]. (3) Given the reactants C([C:3]1[C:8]2[O:9][CH:10]([CH2:13][O:14][S:15]([C:18]3[CH:23]=[CH:22][C:21]([CH3:24])=[CH:20][CH:19]=3)(=[O:17])=[O:16])[CH2:11][O:12][C:7]=2[CH:6]=[CH:5][CH:4]=1)=O.C1C=C(Cl)C=C(C(OO)=[O:33])C=1.[O-2].[Al+3].[O-2].[O-2].[Al+3], predict the reaction product. The product is: [OH:33][C:3]1[C:8]2[O:9][CH:10]([CH2:13][O:14][S:15]([C:18]3[CH:23]=[CH:22][C:21]([CH3:24])=[CH:20][CH:19]=3)(=[O:16])=[O:17])[CH2:11][O:12][C:7]=2[CH:6]=[CH:5][CH:4]=1. (4) Given the reactants [C:1]1([C:7]([N:9]2[CH2:14][CH2:13][N:12]([C:15]3[CH:20]=[CH:19][C:18]([O:21][CH2:22][CH:23]4[CH2:28][CH2:27][NH:26][CH2:25][CH2:24]4)=[CH:17][CH:16]=3)[CH2:11][CH2:10]2)=[O:8])[CH:6]=[CH:5][CH:4]=[CH:3][CH:2]=1.[CH3:29][C:30]([CH3:32])=O.C(O[BH-](OC(=O)C)OC(=O)C)(=O)C.[Na+], predict the reaction product. The product is: [CH3:29][CH:30]([N:26]1[CH2:27][CH2:28][CH:23]([CH2:22][O:21][C:18]2[CH:19]=[CH:20][C:15]([N:12]3[CH2:11][CH2:10][N:9]([C:7]([C:1]4[CH:2]=[CH:3][CH:4]=[CH:5][CH:6]=4)=[O:8])[CH2:14][CH2:13]3)=[CH:16][CH:17]=2)[CH2:24][CH2:25]1)[CH3:32]. (5) Given the reactants C(N(CC)CC)C.[CH2:8]([O:10][CH2:11][C:12]1[N:13]([CH2:26][C:27]#[CH:28])[C:14]2[C:19]([CH3:20])=[C:18]([CH3:21])[N:17]3[N:22]=[N:23][N:24]=[C:16]3[C:15]=2[N:25]=1)[CH3:9].[OH:29][N:30]=[C:31](Cl)[C:32]1[CH:33]=[N:34][CH:35]=[CH:36][CH:37]=1.ClN1C(=O)CCC1=O, predict the reaction product. The product is: [CH2:8]([O:10][CH2:11][C:12]1[N:13]([CH2:26][C:27]2[O:29][N:30]=[C:31]([C:32]3[CH:33]=[N:34][CH:35]=[CH:36][CH:37]=3)[CH:28]=2)[C:14]2[C:19]([CH3:20])=[C:18]([CH3:21])[N:17]3[N:22]=[N:23][N:24]=[C:16]3[C:15]=2[N:25]=1)[CH3:9]. (6) Given the reactants [C:1]([O:5][C:6](=[O:50])[N:7]([CH:9]1[CH2:14][CH2:13][CH:12]([N:15]([C:36]([C:38]2[S:42][C:41]3[C:43]([F:48])=[CH:44][CH:45]=[C:46]([F:47])[C:40]=3[C:39]=2[Cl:49])=[O:37])[CH2:16][C:17]2[CH:18]=[C:19]([C:25]3[CH:30]=[CH:29][C:28]([NH:31][S:32]([CH3:35])(=[O:34])=[O:33])=[CH:27][CH:26]=3)[CH:20]=[CH:21][C:22]=2[O:23][CH3:24])[CH2:11][CH2:10]1)[CH3:8])([CH3:4])([CH3:3])[CH3:2].[H-].[Na+].I[CH3:54], predict the reaction product. The product is: [C:1]([O:5][C:6](=[O:50])[N:7]([CH:9]1[CH2:10][CH2:11][CH:12]([N:15]([C:36]([C:38]2[S:42][C:41]3[C:43]([F:48])=[CH:44][CH:45]=[C:46]([F:47])[C:40]=3[C:39]=2[Cl:49])=[O:37])[CH2:16][C:17]2[CH:18]=[C:19]([C:25]3[CH:26]=[CH:27][C:28]([N:31]([S:32]([CH3:35])(=[O:33])=[O:34])[CH3:54])=[CH:29][CH:30]=3)[CH:20]=[CH:21][C:22]=2[O:23][CH3:24])[CH2:13][CH2:14]1)[CH3:8])([CH3:4])([CH3:2])[CH3:3]. (7) Given the reactants [C:1](Cl)(=[O:17])[O:2][CH2:3][C:4]1[CH:9]=[C:8]([O:10][CH3:11])[C:7]([O:12][CH3:13])=[CH:6][C:5]=1[N+:14]([O-:16])=[O:15].[CH2:19]([S:21][S:22][CH2:23][C@H:24]([NH:28][CH3:29])[C:25]([OH:27])=[O:26])[CH3:20].C(=O)([O-])[O-].[Na+].[Na+].[Cl-].[NH4+], predict the reaction product. The product is: [CH3:13][O:12][C:7]1[C:8]([O:10][CH3:11])=[CH:9][C:4]([CH2:3][O:2][C:1]([N:28]([CH3:29])[C@@H:24]([CH2:23][S:22][S:21][CH2:19][CH3:20])[C:25]([OH:27])=[O:26])=[O:17])=[C:5]([N+:14]([O-:16])=[O:15])[CH:6]=1. (8) Given the reactants [CH3:1][C:2]1[CH:7]=[C:6]([NH2:8])[CH:5]=[CH:4][N:3]=1.C[Al](C)C.[F:13][C:14]1[CH:19]=[CH:18][C:17]([N:20]2[C:24]([CH3:25])=[C:23]([C:26](OCC)=[O:27])[N:22]=[N:21]2)=[CH:16][CH:15]=1, predict the reaction product. The product is: [F:13][C:14]1[CH:15]=[CH:16][C:17]([N:20]2[C:24]([CH3:25])=[C:23]([C:26]([NH:8][C:6]3[CH:5]=[CH:4][N:3]=[C:2]([CH3:1])[CH:7]=3)=[O:27])[N:22]=[N:21]2)=[CH:18][CH:19]=1.